Predict the reaction yield, written as a fraction of the theoretical maximum amount of product (1.0 means a 100% yield; for example, 0.34 means a 34% yield). From a dataset of Reaction yield outcomes from USPTO patents with 853,638 reactions. (1) The reactants are [NH2:1][C@H:2]([C:8]([OH:10])=[O:9])[CH2:3][CH2:4][C:5](=[O:7])[NH2:6].[F:11][C:12]1[CH:17]=[CH:16][CH:15]=[CH:14][C:13]=1[CH:18]=[CH:19][C:20](ON1C(=O)CCC1=O)=[O:21].C(=O)([O-])O.[Na+].O. The catalyst is O1CCOCC1. The product is [F:11][C:12]1[CH:17]=[CH:16][CH:15]=[CH:14][C:13]=1[CH:18]=[CH:19][C:20]([NH:1][C@H:2]([C:8]([OH:10])=[O:9])[CH2:3][CH2:4][C:5](=[O:7])[NH2:6])=[O:21]. The yield is 0.580. (2) The product is [CH3:1][C:2]1[S:6][C:5]2[C:7]([CH2:11][OH:12])=[CH:8][CH:9]=[CH:10][C:4]=2[CH:3]=1. The yield is 0.912. The reactants are [CH3:1][C:2]1[S:6][C:5]2[C:7]([C:11](O)=[O:12])=[CH:8][CH:9]=[CH:10][C:4]=2[CH:3]=1. The catalyst is O1CCCC1. (3) The reactants are [Cl:1][C:2]1[CH:7]=[C:6]([Cl:8])[CH:5]=[CH:4][C:3]=1[C:9]1[N:14]2[N:15]=[C:16]([CH2:18][CH3:19])[CH:17]=[C:13]2[N:12]=[C:11]([CH3:20])[N:10]=1.[N+:21]([O-])([OH:23])=[O:22].CCOC(C)=O. The catalyst is C(OC(=O)C)(=O)C. The product is [Cl:1][C:2]1[CH:7]=[C:6]([Cl:8])[CH:5]=[CH:4][C:3]=1[C:9]1[N:14]2[N:15]=[C:16]([CH2:18][CH3:19])[C:17]([N+:21]([O-:23])=[O:22])=[C:13]2[N:12]=[C:11]([CH3:20])[N:10]=1. The yield is 0.210. (4) The reactants are [Cl:1][C:2]1[CH:10]=[CH:9][C:5]([C:6]([NH2:8])=O)=[C:4](OCC(C)C)[N:3]=1.[N:16]1[CH:21]=[CH:20][CH:19]=CC=1.O=P(Cl)(Cl)Cl.[OH-].[Na+].[C:29](#N)C. The catalyst is CCOC(C)=O. The product is [Cl:1][C:2]1[CH:10]=[CH:9][C:5]([C:6]#[N:8])=[C:4]([NH:16][CH2:21][CH:20]([CH3:29])[CH3:19])[N:3]=1. The yield is 0.910. (5) The reactants are [Cl:1][C:2]1[CH:3]=[C:4]([CH:6]=[CH:7][CH:8]=1)[NH2:5].[N:9]([O-])=O.[Na+].O.O.Cl[Sn]Cl.[OH-].[Na+]. The catalyst is Cl.O. The product is [Cl:1][C:2]1[CH:3]=[C:4]([NH:5][NH2:9])[CH:6]=[CH:7][CH:8]=1. The yield is 0.720. (6) The reactants are [Br-].[Br:2][C:3]1[CH:4]=[CH:5][C:6]([C:9](=[O:37])[CH2:10][N:11]2[C:15]([CH3:16])=[CH:14][N+:13](C(C3C=CC=CC=3)(C3C=CC=CC=3)C3C=CC=CC=3)=[C:12]2[CH3:36])=[N:7][CH:8]=1.FC(F)(F)C(O)=O. The catalyst is ClCCl. The product is [Br:2][C:3]1[CH:4]=[CH:5][C:6]([C:9](=[O:37])[CH2:10][N:11]2[C:15]([CH3:16])=[CH:14][N:13]=[C:12]2[CH3:36])=[N:7][CH:8]=1. The yield is 0.770. (7) The reactants are Cl.[CH3:2][C:3]1([CH3:9])[CH2:7][NH:6][CH2:5][C@@H:4]1[OH:8].Cl[C:11]([O:13][CH2:14][C:15]1[CH:20]=[CH:19][CH:18]=[CH:17][CH:16]=1)=[O:12]. The catalyst is C(Cl)Cl. The product is [OH:8][C@H:4]1[CH2:5][N:6]([C:11]([O:13][CH2:14][C:15]2[CH:20]=[CH:19][CH:18]=[CH:17][CH:16]=2)=[O:12])[CH2:7][C:3]1([CH3:9])[CH3:2]. The yield is 0.890.